Dataset: Retrosynthesis with 50K atom-mapped reactions and 10 reaction types from USPTO. Task: Predict the reactants needed to synthesize the given product. (1) Given the product CC(C)(C)OC(=O)Nc1sc(-c2c(F)cccc2F)nc1C(=O)Nc1cnc2ccccc2c1N1CCC[C@H](NC(=O)OC(C)(C)C)C1, predict the reactants needed to synthesize it. The reactants are: CC(C)(C)OC(=O)N[C@H]1CCCN(c2c(N)cnc3ccccc23)C1.CC(C)(C)OC(=O)Nc1sc(-c2c(F)cccc2F)nc1C(=O)O. (2) Given the product Cn1c(=O)n(Cc2ccc(C(=O)O)cc2)c(=O)c2cc(C#CCc3ccc(O[Si](C)(C)C(C)(C)C)cc3)ccc21, predict the reactants needed to synthesize it. The reactants are: C#CCc1ccc(O[Si](C)(C)C(C)(C)C)cc1.Cn1c(=O)n(Cc2ccc(C(=O)O)cc2)c(=O)c2cc(I)ccc21.